Predict the reaction yield, written as a fraction of the theoretical maximum amount of product (1.0 means a 100% yield; for example, 0.34 means a 34% yield). From a dataset of Reaction yield outcomes from USPTO patents with 853,638 reactions. (1) The reactants are [Br:1][C:2]1[N:6]([S:7]([C:10]2[CH:15]=[CH:14][CH:13]=[CH:12][CH:11]=2)(=[O:9])=[O:8])[CH:5]=[C:4]([C:16](OC)=[O:17])[C:3]=1[CH2:20][CH3:21].[H-].C([Al+]CC(C)C)C(C)C. The catalyst is C1(C)C=CC=CC=1. The product is [Br:1][C:2]1[N:6]([S:7]([C:10]2[CH:15]=[CH:14][CH:13]=[CH:12][CH:11]=2)(=[O:9])=[O:8])[CH:5]=[C:4]([CH2:16][OH:17])[C:3]=1[CH2:20][CH3:21]. The yield is 0.880. (2) The reactants are [Br:1][C:2]1[CH:7]=[CH:6][C:5]([CH2:8][C:9]([OH:11])=O)=[C:4]([F:12])[CH:3]=1.[F:13][C:14]1[CH:20]=[CH:19][C:18]([F:21])=[CH:17][C:15]=1[NH2:16].CCN(CC)CC.CN(C(ON1N=NC2C=CC=NC1=2)=[N+](C)C)C.F[P-](F)(F)(F)(F)F. The catalyst is C(Cl)Cl. The product is [Br:1][C:2]1[CH:7]=[CH:6][C:5]([CH2:8][C:9]([NH:16][C:15]2[CH:17]=[C:18]([F:21])[CH:19]=[CH:20][C:14]=2[F:13])=[O:11])=[C:4]([F:12])[CH:3]=1. The yield is 0.356. (3) The reactants are CS(O)(=O)=O.[NH2:6][CH2:7][C:8]1[CH:9]=[C:10]2[C:14](=[CH:15][CH:16]=1)[C:13](=[O:17])[N:12]([CH:18]1[CH2:23][CH2:22][C:21](=[O:24])[NH:20][C:19]1=[O:25])[CH2:11]2.C1N=CN([C:31](N2C=NC=C2)=[O:32])C=1.[NH:38]1[C:42]2[CH:43]=[CH:44][CH:45]=[CH:46][C:41]=2[N:40]=[C:39]1[C:47]1[CH:48]=[C:49]([NH2:54])[CH:50]=[CH:51][C:52]=1[Cl:53].O. The catalyst is CN(C=O)C.CCOCC. The product is [NH:38]1[C:42]2[CH:43]=[CH:44][CH:45]=[CH:46][C:41]=2[N:40]=[C:39]1[C:47]1[CH:48]=[C:49]([NH:54][C:31]([NH:6][CH2:7][C:8]2[CH:9]=[C:10]3[C:14](=[CH:15][CH:16]=2)[C:13](=[O:17])[N:12]([CH:18]2[CH2:23][CH2:22][C:21](=[O:24])[NH:20][C:19]2=[O:25])[CH2:11]3)=[O:32])[CH:50]=[CH:51][C:52]=1[Cl:53]. The yield is 0.220. (4) The reactants are C(C1C=C2C(=CC=1)N(C)C=C2C1CCC(=O)CC1)#N.O1[C:24]2([CH2:29][CH2:28][CH:27]([C:30]3[C:38]4[C:33](=[CH:34][CH:35]=[C:36]([C:39]#[N:40])[CH:37]=4)[N:32]([CH:41]([CH3:43])[CH3:42])[CH:31]=3)[CH2:26][CH2:25]2)[O:23]CC1. No catalyst specified. The product is [C:39]([C:36]1[CH:37]=[C:38]2[C:33](=[CH:34][CH:35]=1)[N:32]([CH:41]([CH3:43])[CH3:42])[CH:31]=[C:30]2[CH:27]1[CH2:28][CH2:29][C:24](=[O:23])[CH2:25][CH2:26]1)#[N:40]. The yield is 0.630. (5) The reactants are C=O.[CH3:3][N:4]([CH2:9][C:10]#[CH:11])[CH2:5][CH2:6][C:7]#[N:8].C([C:14]1[CH:23]=[CH:22][C:21]2[NH:20][C:19](=[O:24])[C:18]3[NH:25][CH:26]=[CH:27][C:17]=3[C:16]=2[CH:15]=1)#C.[CH2:28]([C:30]([O-:32])=[O:31])[CH3:29]. The catalyst is O1CCOCC1.[Cu](I)I. The product is [C:7]([CH2:6][CH2:5][N:4]([CH3:3])[CH2:9][C:10]#[C:11][C:14]1[CH:23]=[CH:22][C:21]2[NH:20][C:19](=[O:24])[C:18]3[NH:25][CH:26]=[CH:27][C:17]=3[C:16]=2[CH:15]=1)#[N:8].[CH2:28]([C:30]([O-:32])=[O:31])[CH3:29]. The yield is 0.0800. (6) The reactants are [CH2:1]([N:8]1[CH2:13][CH2:12][C:11]([CH2:15][NH:16][C:17]([C:19]2[NH:20][C:21]3[C:26]([CH:27]=2)=[CH:25][CH:24]=[CH:23][C:22]=3[N:28]([CH3:37])[S:29]([C:32]2[S:33][CH:34]=[CH:35][CH:36]=2)(=[O:31])=[O:30])=O)(O)[CH2:10][CH2:9]1)[C:2]1[CH:7]=[CH:6][CH:5]=[CH:4][CH:3]=1.C1(C)C=CC=CC=1.COC1C=CC(P2(SP(C3C=CC(OC)=CC=3)(=S)S2)=[S:54])=CC=1. The yield is 0.0500. The catalyst is O1CCCC1. The product is [CH2:1]([N:8]1[CH2:13][CH2:12][C:11]2([S:54][C:17]([C:19]3[NH:20][C:21]4[C:26]([CH:27]=3)=[CH:25][CH:24]=[CH:23][C:22]=4[N:28]([CH3:37])[S:29]([C:32]3[S:33][CH:34]=[CH:35][CH:36]=3)(=[O:31])=[O:30])=[N:16][CH2:15]2)[CH2:10][CH2:9]1)[C:2]1[CH:7]=[CH:6][CH:5]=[CH:4][CH:3]=1. (7) The reactants are Cl.[CH3:2][O:3][C:4](=[O:8])[C@H:5]([CH3:7])[NH2:6].[C:9](O)(=[O:31])[CH2:10][CH2:11]/[CH:12]=[CH:13]\[CH2:14]/[CH:15]=[CH:16]\[CH2:17]/[CH:18]=[CH:19]\[CH2:20]/[CH:21]=[CH:22]\[CH2:23]/[CH:24]=[CH:25]\[CH2:26]/[CH:27]=[CH:28]\[CH2:29][CH3:30].CCN=C=NCCCN(C)C.CCN(C(C)C)C(C)C. The catalyst is CC#N.CCOC(C)=O. The product is [C:9]([NH:6][C@@H:5]([CH3:7])[C:4]([O:3][CH3:2])=[O:8])(=[O:31])[CH2:10][CH2:11]/[CH:12]=[CH:13]\[CH2:14]/[CH:15]=[CH:16]\[CH2:17]/[CH:18]=[CH:19]\[CH2:20]/[CH:21]=[CH:22]\[CH2:23]/[CH:24]=[CH:25]\[CH2:26]/[CH:27]=[CH:28]\[CH2:29][CH3:30]. The yield is 0.790. (8) The reactants are O1CCOC[CH2:2]1.Br[C:8]1[CH:9]=[C:10]([CH2:17][N:18]2[CH:23]=[N:22][C:21]([N:24]3[CH2:29][CH2:28][N:27]([C:30]4[CH:35]=[CH:34][C:33]([F:36])=[CH:32][CH:31]=4)[CH2:26][CH2:25]3)=[N:20][C:19]2=[O:37])[S:11][C:12]=1[C:13]([F:16])([F:15])[F:14].B(OC)(OC)OC.C(=O)([O-])[O-].[Na+].[Na+]. The catalyst is [Pd].C1(P(C2C=CC=CC=2)C2C=CC=CC=2)C=CC=CC=1.C1(P(C2C=CC=CC=2)C2C=CC=CC=2)C=CC=CC=1.C1(P(C2C=CC=CC=2)C2C=CC=CC=2)C=CC=CC=1.C1(P(C2C=CC=CC=2)C2C=CC=CC=2)C=CC=CC=1.O. The product is [F:36][C:33]1[CH:34]=[CH:35][C:30]([N:27]2[CH2:28][CH2:29][N:24]([C:21]3[N:22]=[CH:23][N:18]([CH2:17][C:10]4[S:11][C:12]([C:13]([F:16])([F:15])[F:14])=[C:8]([CH3:2])[CH:9]=4)[C:19](=[O:37])[N:20]=3)[CH2:25][CH2:26]2)=[CH:31][CH:32]=1. The yield is 0.130. (9) The product is [CH2:10]([C@H:7]1[NH:6][C@H:5]([C:3]([N:2]([CH3:22])[CH3:1])=[O:4])[CH2:9][CH2:8]1)[CH3:11]. The reactants are [CH3:1][N:2]([CH3:22])[C:3]([C@@H:5]1[CH2:9][CH2:8][C@@H:7]([CH2:10][CH3:11])[N:6]1C(OCC1C=CC=CC=1)=O)=[O:4].[H][H]. The yield is 0.980. The catalyst is CO.[C].[Pd].